This data is from Experimentally validated miRNA-target interactions with 360,000+ pairs, plus equal number of negative samples. The task is: Binary Classification. Given a miRNA mature sequence and a target amino acid sequence, predict their likelihood of interaction. (1) The protein sequence of the target gene is MHPAGLAAAAAGTPRLRKWPSKRRIPVSQPGMADPHQLFDDTSSAQSRGYGAQRAPGGLSYPAASPTPHAAFLADPVSNMAMAYGSSLAAQGKELVDKNIDRFIPITKLKYYFAVDTMYVGRKLGLLFFPYLHQDWEVQYQQDTPVAPRFDVNAPDLYIPAMAFITYVLVAGLALGTQDRFSPDLLGLQASSALAWLTLEVLAILLSLYLVTVNTDLTTIDLVAFLGYKYVGMIGGVLMGLLFGKIGYYLVLGWCCVAIFVFMIRTLRLKILADAAAEGVPVRGARNQLRMYLTMAVAAA.... Result: 0 (no interaction). The miRNA is mmu-miR-1936 with sequence UAACUGACCUGCUGUGAACUGGC. (2) The miRNA is hsa-miR-133a-3p with sequence UUUGGUCCCCUUCAACCAGCUG. The protein sequence of the target gene is MGNAQERPSETIDRERKRLVETLQADSGLLLDALLARGVLTGPEYEALDALPDAERRVRRLLLLVQGKGEAACQELLRCAQRTAGAPDPAWDWQHVGPGYRDRSYDPPCPGHWTPEAPGSGTTCPGLPRASDPDEAGGPEGSEAVQSGTPEEPEPELEAEASKEAEPEPEPEPELEPEAEAEPEPELEPEPDPEPEPDFEERDESEDS. Result: 0 (no interaction). (3) The miRNA is hsa-miR-1-3p with sequence UGGAAUGUAAAGAAGUAUGUAU. The protein sequence of the target gene is MAAAVGVRGRYELPPCSGPGWLLSLSALLSVAARGAFATTHWVVTEDGKIQQQVDSPMNLKHPHDLVILMRQEATVNYLKELEKQLVAQKIHIEENEDRDTGLEQRHNKEDPDCIKAKVPLGDLDLYDGTYITLESKDISPEDYIDTESPVPPDPEQPDCTKILELPYSIHAFQHLRGVQERVNLSAPLLPKEDPIFTYLSKRLGRSIDDIGHLIHEGLQKNTSSWVLYNMASFYWRIKNEPYQVVECAMRALHFSSRHNKDIALVNLANVLHRAHFSADAAVVVHAALDDSDFFTSYYT.... Result: 1 (interaction).